Dataset: Full USPTO retrosynthesis dataset with 1.9M reactions from patents (1976-2016). Task: Predict the reactants needed to synthesize the given product. (1) Given the product [F:17][C:18]1[CH:19]=[CH:20][C:21]([CH2:22][CH:23]2[CH2:24][CH2:25][N:26]([CH2:2][C:3]([NH:5][C:6]3[CH:16]=[CH:15][C:9]4[NH:10][C:11](=[O:14])[CH2:12][O:13][C:8]=4[CH:7]=3)=[O:4])[CH2:27][CH2:28]2)=[CH:29][CH:30]=1, predict the reactants needed to synthesize it. The reactants are: Cl[CH2:2][C:3]([NH:5][C:6]1[CH:16]=[CH:15][C:9]2[NH:10][C:11](=[O:14])[CH2:12][O:13][C:8]=2[CH:7]=1)=[O:4].[F:17][C:18]1[CH:30]=[CH:29][C:21]([CH2:22][CH:23]2[CH2:28][CH2:27][NH:26][CH2:25][CH2:24]2)=[CH:20][CH:19]=1. (2) Given the product [O:20]=[CH:21][C@@H:22]([C@H:24]([C@@H:26]([C@@H:28]([CH2:30][OH:31])[OH:29])[OH:27])[OH:25])[OH:23], predict the reactants needed to synthesize it. The reactants are: C(O)CCC.C(O)CCCCCCC.S(=O)(=O)(O)O.[OH:20][C@H:21]1[O:29][C@H:28]([CH2:30][OH:31])[C@@H:26]([OH:27])[C@H:24]([OH:25])[C@H:22]1[OH:23]. (3) Given the product [C:33]([C:2]1[CH:28]=[CH:27][C:5]([C:6]([NH:8][CH2:9][C:10]2([CH2:23][CH:24]3[CH2:26][CH2:25]3)[CH2:15][CH2:14][CH:13]([S:16]([CH2:19][CH:20]3[CH2:22][CH2:21]3)(=[O:18])=[O:17])[CH2:12][CH2:11]2)=[O:7])=[C:4]([C:29]([F:32])([F:31])[F:30])[N:3]=1)#[N:34], predict the reactants needed to synthesize it. The reactants are: Cl[C:2]1[CH:28]=[CH:27][C:5]([C:6]([NH:8][CH2:9][C:10]2([CH2:23][CH:24]3[CH2:26][CH2:25]3)[CH2:15][CH2:14][CH:13]([S:16]([CH2:19][CH:20]3[CH2:22][CH2:21]3)(=[O:18])=[O:17])[CH2:12][CH2:11]2)=[O:7])=[C:4]([C:29]([F:32])([F:31])[F:30])[N:3]=1.[CH3:33][N:34](C)C=O.